From a dataset of Forward reaction prediction with 1.9M reactions from USPTO patents (1976-2016). Predict the product of the given reaction. The product is: [CH2:7]([C:13]1[CH:17]=[CH:16][S:15][CH:14]=1)[CH2:12][C:11]1[CH:10]=[CH:9][CH:8]=[CH:19][CH:18]=1. Given the reactants C(OCC[C:7]1([C:13]2[CH:17]=[CH:16][S:15][CH:14]=2)[CH:12]=[CH:11][CH:10]=[CH:9][CH2:8]1)(=O)C.[CH2:18]1COC[CH2:19]1, predict the reaction product.